From a dataset of Full USPTO retrosynthesis dataset with 1.9M reactions from patents (1976-2016). Predict the reactants needed to synthesize the given product. Given the product [Br:35][CH2:1][C:2]1[C:7]([O:8][CH3:9])=[CH:6][CH:5]=[CH:4][C:3]=1[N:10]1[C:14](=[O:15])[N:13]([CH3:16])[N:12]=[N:11]1, predict the reactants needed to synthesize it. The reactants are: [CH3:1][C:2]1[C:7]([O:8][CH3:9])=[CH:6][CH:5]=[CH:4][C:3]=1[N:10]1[C:14](=[O:15])[N:13]([CH3:16])[N:12]=[N:11]1.N(C1(C#N)CCCCC1)=NC1(C#N)CCCCC1.[Br:35]N1C(=O)CCC1=O.ClC1C=CC=CC=1.